Dataset: Full USPTO retrosynthesis dataset with 1.9M reactions from patents (1976-2016). Task: Predict the reactants needed to synthesize the given product. (1) Given the product [F:39][C:32]1[C:33]([OH:38])=[CH:34][CH:35]=[C:36]([F:37])[C:31]=1[NH:30][C:4](=[O:6])[C:3]1[C:7]([F:18])=[CH:8][CH:9]=[C:10]([C:11]2[CH:16]=[CH:15][CH:14]=[C:13]([F:17])[CH:12]=2)[C:2]=1[F:1], predict the reactants needed to synthesize it. The reactants are: [F:1][C:2]1[C:10]([C:11]2[CH:16]=[CH:15][CH:14]=[C:13]([F:17])[CH:12]=2)=[CH:9][CH:8]=[C:7]([F:18])[C:3]=1[C:4]([OH:6])=O.C(Cl)(=O)C(Cl)=O.CN(C=O)C.[NH2:30][C:31]1[C:32]([F:39])=[C:33]([OH:38])[CH:34]=[CH:35][C:36]=1[F:37]. (2) Given the product [Cl:27][C:23]1[C:24]([CH3:26])=[CH:25][C:20]([O:19][CH2:18][CH2:17][CH2:16][C:7]2[C:6]3[C:10](=[C:2]([C:30]4[S:29][CH:33]=[CH:32][CH:31]=4)[CH:3]=[CH:4][CH:5]=3)[NH:9][C:8]=2[C:11]([O:13][CH2:14][CH3:15])=[O:12])=[CH:21][C:22]=1[CH3:28], predict the reactants needed to synthesize it. The reactants are: Br[C:2]1[CH:3]=[CH:4][CH:5]=[C:6]2[C:10]=1[NH:9][C:8]([C:11]([O:13][CH2:14][CH3:15])=[O:12])=[C:7]2[CH2:16][CH2:17][CH2:18][O:19][C:20]1[CH:25]=[C:24]([CH3:26])[C:23]([Cl:27])=[C:22]([CH3:28])[CH:21]=1.[S:29]1[CH:33]=[CH:32][CH:31]=[C:30]1B(O)O. (3) Given the product [ClH:52].[ClH:52].[C:1]([C:5]1[N:10]=[C:9]([NH:11][CH2:12][C:13]2[O:14][CH:15]=[CH:16][N:17]=2)[C:8]([C:18]([N:20]([CH2:42][CH:43]([CH3:45])[CH3:44])[C@H:21]2[CH2:26][C@@H:25]([C:27]([N:29]3[CH2:30][CH2:31][O:32][CH2:33][CH2:34]3)=[O:28])[CH2:24][NH:23][CH2:22]2)=[O:19])=[CH:7][N:6]=1)([CH3:4])([CH3:3])[CH3:2], predict the reactants needed to synthesize it. The reactants are: [C:1]([C:5]1[N:10]=[C:9]([NH:11][CH2:12][C:13]2[O:14][CH:15]=[CH:16][N:17]=2)[C:8]([C:18]([N:20]([CH2:42][CH:43]([CH3:45])[CH3:44])[C@H:21]2[CH2:26][C@@H:25]([C:27]([N:29]3[CH2:34][CH2:33][O:32][CH2:31][CH2:30]3)=[O:28])[CH2:24][N:23](C(OC(C)(C)C)=O)[CH2:22]2)=[O:19])=[CH:7][N:6]=1)([CH3:4])([CH3:3])[CH3:2].C(OCC)(=O)C.[ClH:52]. (4) Given the product [NH2:15][CH2:14][CH2:13][CH2:12][C:9]1[C:10](=[O:11])[N:5]([CH2:4][CH:1]2[CH2:3][CH2:2]2)[N:6]=[C:7]([C:28]2[CH:33]=[CH:32][C:31]([O:34][CH3:35])=[C:30]([F:36])[CH:29]=2)[CH:8]=1, predict the reactants needed to synthesize it. The reactants are: [CH:1]1([CH2:4][N:5]2[C:10](=[O:11])[C:9]([CH2:12][CH2:13][CH2:14][N:15]3CCN(C(OC(C)(C)C)=O)CC3)=[CH:8][C:7]([C:28]3[CH:33]=[CH:32][C:31]([O:34][CH3:35])=[C:30]([F:36])[CH:29]=3)=[N:6]2)[CH2:3][CH2:2]1.C1(CN2C(=O)C(CCCOS(C)(=O)=O)=CC(C3C=CC(OC)=C(F)C=3)=N2)CC1. (5) Given the product [CH2:10]([O:9][C:7]([N:1]1[CH2:6][CH2:5][N:4]([C:28]([O:27][CH2:24][CH2:25][CH3:26])=[O:29])[CH2:3][CH2:2]1)=[O:8])[C:11]1[CH:16]=[CH:15][CH:14]=[CH:13][CH:12]=1, predict the reactants needed to synthesize it. The reactants are: [N:1]1([C:7]([O:9][CH2:10][C:11]2[CH:16]=[CH:15][CH:14]=[CH:13][CH:12]=2)=[O:8])[CH2:6][CH2:5][NH:4][CH2:3][CH2:2]1.C(N(CC)CC)C.[CH2:24]([O:27][C:28](Cl)=[O:29])[CH2:25][CH3:26]. (6) The reactants are: C(OC([NH:11][C@@H:12]([CH2:16][NH:17][C:18](=[O:36])[C:19]1[CH:24]=[CH:23][C:22]([CH2:25][CH2:26][C:27](=[O:35])[NH:28][C:29]2[NH:30][CH2:31][CH2:32][CH2:33][N:34]=2)=[CH:21][CH:20]=1)[C:13]([OH:15])=[O:14])=O)C1C=CC=CC=1.C(O)(=O)C.[H][H].CO. Given the product [NH2:11][C@@H:12]([CH2:16][NH:17][C:18](=[O:36])[C:19]1[CH:20]=[CH:21][C:22]([CH2:25][CH2:26][C:27](=[O:35])[NH:28][C:29]2[NH:34][CH2:33][CH2:32][CH2:31][N:30]=2)=[CH:23][CH:24]=1)[C:13]([OH:15])=[O:14], predict the reactants needed to synthesize it. (7) The reactants are: C(O[C:9]1[CH:14]=[CH:13][C:12]([C:15]2[O:16][C:17]3[N:18]=[C:19]([C:24]#[C:25][C@@H:26]([NH:28][C:29](=[O:35])[O:30][C:31]([CH3:34])([CH3:33])[CH3:32])[CH3:27])[N:20]=[CH:21][C:22]=3[N:23]=2)=[CH:11][CH:10]=1)C1C=CC=CC=1.[N+](C1C=CC(S([O:48][CH2:49][C@H:50]2[CH2:52][C:51]2([F:54])[F:53])(=O)=O)=CC=1)([O-])=O. Given the product [F:54][C:51]1([F:53])[CH2:52][C@@H:50]1[CH2:49][O:48][C:9]1[CH:10]=[CH:11][C:12]([C:15]2[O:16][C:17]3[N:18]=[C:19]([CH2:24][CH2:25][C@@H:26]([NH:28][C:29](=[O:35])[O:30][C:31]([CH3:34])([CH3:33])[CH3:32])[CH3:27])[N:20]=[CH:21][C:22]=3[N:23]=2)=[CH:13][CH:14]=1, predict the reactants needed to synthesize it.